From a dataset of Reaction yield outcomes from USPTO patents with 853,638 reactions. Predict the reaction yield, written as a fraction of the theoretical maximum amount of product (1.0 means a 100% yield; for example, 0.34 means a 34% yield). (1) The reactants are [C:1]([CH2:4][C:5]1[CH:9]=[CH:8][O:7][C:6]=1[CH2:10][C:11](O)=[O:12])(O)=[O:2]. The catalyst is C1COCC1. The product is [OH:2][CH2:1][CH2:4][C:5]1[CH:9]=[CH:8][O:7][C:6]=1[CH2:10][CH2:11][OH:12]. The yield is 0.650. (2) The reactants are [Cl:1][C:2]1[N:7]=[CH:6][C:5]([C:8]2[C:9]([CH2:19]C(C)C)=[C:10]([S:15]([O-])(=O)=O)C=CC=2C)=[CH:4][CH:3]=1.[CH2:23]1COCC1. The catalyst is CCOCC. The product is [Cl:1][C:2]1[CH:3]=[CH:4][C:5]([CH2:8][CH:9]([CH3:19])[CH2:10][S:15][CH3:23])=[CH:6][N:7]=1. The yield is 0.930. (3) The catalyst is CN(C=O)C.[I-].C([N+](CCCC)(CCCC)CCCC)CCC. The reactants are [NH:1]1[C:9]2[CH:8]=[CH:7][CH:6]=[C:5]([C:10]([O:12][CH3:13])=[O:11])[C:4]=2[CH:3]=[CH:2]1.[H-].[Na+].[CH3:16][O:17][C:18]1[CH:25]=[CH:24][C:21]([CH2:22]Br)=[CH:20][CH:19]=1. The yield is 0.980. The product is [CH3:16][O:17][C:18]1[CH:25]=[CH:24][C:21]([CH2:22][N:1]2[C:9]3[CH:8]=[CH:7][CH:6]=[C:5]([C:10]([O:12][CH3:13])=[O:11])[C:4]=3[CH:3]=[CH:2]2)=[CH:20][CH:19]=1.